This data is from Reaction yield outcomes from USPTO patents with 853,638 reactions. The task is: Predict the reaction yield, written as a fraction of the theoretical maximum amount of product (1.0 means a 100% yield; for example, 0.34 means a 34% yield). (1) The reactants are [NH2:1][C:2]1[CH:7]=[CH:6][C:5]([N:8]2[C:14](=[O:15])[CH2:13][C:12](=[O:16])[NH:11][C:10]3[C:17]4[C:22]([CH:23]=[CH:24][C:9]2=3)=[CH:21][CH:20]=[CH:19][CH:18]=4)=[CH:4][CH:3]=1.[Br:25][C:26]1[CH:27]=[CH:28][C:29]([Cl:35])=[C:30]([CH:34]=1)[C:31](Cl)=[O:32].C(NC1C=CC(N2C(=O)CC(=O)NC3C4C(C=CC2=3)=CC=CC=4)=CC=1)(=O)C1C=CC=CC=1. No catalyst specified. The product is [Br:25][C:26]1[CH:27]=[CH:28][C:29]([Cl:35])=[C:30]([CH:34]=1)[C:31]([NH:1][C:2]1[CH:7]=[CH:6][C:5]([N:8]2[C:14](=[O:15])[CH2:13][C:12](=[O:16])[NH:11][C:10]3[C:17]4[C:22]([CH:23]=[CH:24][C:9]2=3)=[CH:21][CH:20]=[CH:19][CH:18]=4)=[CH:4][CH:3]=1)=[O:32]. The yield is 0.240. (2) The reactants are [F:1][CH:2]([F:42])[C:3]1[N:7]([C:8]2[N:16]=[C:15]3[C:11]([N:12]=[CH:13][N:14]3[CH:17]3[CH2:22][CH2:21][N:20](C(OC(C)(C)C)=O)[CH2:19][CH2:18]3)=[C:10]([N:30]3[CH2:35][CH2:34][O:33][CH2:32][CH2:31]3)[N:9]=2)[C:6]2[CH:36]=[CH:37][CH:38]=[C:39]([O:40][CH3:41])[C:5]=2[N:4]=1.C(O)(C(F)(F)F)=O.N. The product is [F:42][CH:2]([F:1])[C:3]1[N:7]([C:8]2[N:16]=[C:15]3[C:11]([N:12]=[CH:13][N:14]3[CH:17]3[CH2:22][CH2:21][NH:20][CH2:19][CH2:18]3)=[C:10]([N:30]3[CH2:31][CH2:32][O:33][CH2:34][CH2:35]3)[N:9]=2)[C:6]2[CH:36]=[CH:37][CH:38]=[C:39]([O:40][CH3:41])[C:5]=2[N:4]=1. The yield is 0.880. The catalyst is C(Cl)Cl. (3) The reactants are [CH:1]1([CH:7]([NH:24][C:25]2[CH:33]=[CH:32][C:28](C(O)=O)=[CH:27][CH:26]=2)[C:8]2[CH:12]=[C:11]([C:13]3[CH:18]=[CH:17][C:16]([S:19]([CH3:22])(=[O:21])=[O:20])=[CH:15][CH:14]=3)[O:10][C:9]=2[CH3:23])[CH2:6][CH2:5][CH2:4][CH2:3][CH2:2]1.[CH3:34][NH:35][CH2:36][CH2:37][C:38]([O:40]CC)=[O:39].Cl.C(N=C=NCCCN(C)C)C.O.[OH:56][C:57]1C2N=NNC=2C=CC=1. The catalyst is CN(C)C=O.C(OCC)(=O)C.C(N(CC)CC)C. The product is [CH:1]1([CH:7]([NH:24][C:25]2[CH:33]=[CH:32][C:28]([C:57]([N:35]([CH3:34])[CH2:36][CH2:37][C:38]([OH:40])=[O:39])=[O:56])=[CH:27][CH:26]=2)[C:8]2[CH:12]=[C:11]([C:13]3[CH:14]=[CH:15][C:16]([S:19]([CH3:22])(=[O:20])=[O:21])=[CH:17][CH:18]=3)[O:10][C:9]=2[CH3:23])[CH2:2][CH2:3][CH2:4][CH2:5][CH2:6]1. The yield is 0.800. (4) The reactants are C1C=C(Cl)C=C(C(OO)=[O:9])C=1.[N+:12]([C:15]1[CH:20]=[CH:19][C:18]([NH:21][C:22]([C:24]2[CH:25]3[CH2:31][CH2:30][CH:28]([CH:29]=2)[CH2:27][CH2:26]3)=[O:23])=[CH:17][C:16]=1[C:32]([F:35])([F:34])[F:33])([O-:14])=[O:13]. The catalyst is C(Cl)Cl. The product is [N+:12]([C:15]1[CH:20]=[CH:19][C:18]([NH:21][C:22]([C:24]23[O:9][CH:29]2[CH:28]2[CH2:27][CH2:26][CH:25]3[CH2:31][CH2:30]2)=[O:23])=[CH:17][C:16]=1[C:32]([F:33])([F:34])[F:35])([O-:14])=[O:13]. The yield is 0.576. (5) The reactants are Cl.[CH:2]12[NH:9][CH:6]([CH2:7][CH2:8]1)[CH2:5][C:4](=[O:10])[CH2:3]2.Cl[C:12]1[N:17]=[CH:16][CH:15]=[CH:14][N:13]=1.C([O-])(O)=O.[Na+]. The catalyst is C(O)(C)C. The product is [N:13]1[CH:14]=[CH:15][CH:16]=[N:17][C:12]=1[N:9]1[CH:6]2[CH2:7][CH2:8][CH:2]1[CH2:3][C:4](=[O:10])[CH2:5]2. The yield is 0.529. (6) The reactants are [CH3:1][C:2]1[CH:3]=[N:4][CH:5]=[CH:6][C:7]=1[NH2:8].[C:9](O[C:9]([O:11][C:12]([CH3:15])([CH3:14])[CH3:13])=[O:10])([O:11][C:12]([CH3:15])([CH3:14])[CH3:13])=[O:10]. The catalyst is C1COCC1.CCCCCC. The product is [C:9]([C:3]1[C:2]([CH3:1])=[C:7]([NH2:8])[CH:6]=[CH:5][N:4]=1)([O:11][C:12]([CH3:15])([CH3:14])[CH3:13])=[O:10]. The yield is 0.780. (7) The reactants are [CH3:1][C:2]1[CH:11]=[N:10][C:9]2[C:4](=[C:5]([N+:12]([O-])=O)[CH:6]=[CH:7][CH:8]=2)[N:3]=1. The catalyst is CO.[Cl-].[Cl-].[Cl-].[Ti+3]. The product is [CH3:1][C:2]1[CH:11]=[N:10][C:9]2[C:4](=[C:5]([NH2:12])[CH:6]=[CH:7][CH:8]=2)[N:3]=1. The yield is 0.770.